Dataset: Peptide-MHC class I binding affinity with 185,985 pairs from IEDB/IMGT. Task: Regression. Given a peptide amino acid sequence and an MHC pseudo amino acid sequence, predict their binding affinity value. This is MHC class I binding data. (1) The peptide sequence is VTSSGTIYK. The MHC is HLA-A33:01 with pseudo-sequence HLA-A33:01. The binding affinity (normalized) is 0.785. (2) The peptide sequence is EVIPYTPAM. The MHC is HLA-A29:02 with pseudo-sequence HLA-A29:02. The binding affinity (normalized) is 0.0847.